This data is from Peptide-MHC class II binding affinity with 134,281 pairs from IEDB. The task is: Regression. Given a peptide amino acid sequence and an MHC pseudo amino acid sequence, predict their binding affinity value. This is MHC class II binding data. (1) The peptide sequence is WKPDTVYTSKLQFGA. The MHC is HLA-DPA10201-DPB10501 with pseudo-sequence HLA-DPA10201-DPB10501. The binding affinity (normalized) is 0.388. (2) The peptide sequence is KRHRLIGAVVLAVSV. The MHC is H-2-IAb with pseudo-sequence H-2-IAb. The binding affinity (normalized) is 0.746. (3) The peptide sequence is SSYAATEVANAAAAS. The MHC is DRB1_0401 with pseudo-sequence DRB1_0401. The binding affinity (normalized) is 0.0572. (4) The MHC is DRB1_0801 with pseudo-sequence DRB1_0801. The binding affinity (normalized) is 0.434. The peptide sequence is WKMLDPRQGLAVLRK.